The task is: Predict the reactants needed to synthesize the given product.. This data is from Full USPTO retrosynthesis dataset with 1.9M reactions from patents (1976-2016). (1) Given the product [CH2:3]([O:6][CH2:13][C:12]1[CH:15]=[CH:16][C:9]([CH:7]=[CH2:8])=[CH:10][CH:11]=1)[C:4]#[CH:5], predict the reactants needed to synthesize it. The reactants are: [H-].[Na+].[CH2:3]([OH:6])[C:4]#[CH:5].[CH:7]([C:9]1[CH:16]=[CH:15][C:12]([CH2:13]Cl)=[CH:11][CH:10]=1)=[CH2:8]. (2) Given the product [Si:6]([O:13][CH2:14][CH2:15][CH2:16][C:17]1([CH3:32])[C:26](=[N+:46]=[N-:47])[C:25](=[O:29])[C:24]2[C:19](=[CH:20][CH:21]=[C:22]([O:30][CH3:31])[CH:23]=2)[O:18]1)([C:9]([CH3:12])([CH3:11])[CH3:10])([CH3:8])[CH3:7], predict the reactants needed to synthesize it. The reactants are: C(NCC)C.[Si:6]([O:13][CH2:14][CH2:15][CH2:16][C:17]1([CH3:32])[CH:26](C=O)[C:25](=[O:29])[C:24]2[C:19](=[CH:20][CH:21]=[C:22]([O:30][CH3:31])[CH:23]=2)[O:18]1)([C:9]([CH3:12])([CH3:11])[CH3:10])([CH3:8])[CH3:7].C1C2C(=CC=CC=2)C=CC=1S([N:46]=[N+:47]=[N-])(=O)=O.CC1C=CC(S(N=[N+]=[N-])(=O)=O)=CC=1.C1C2C(=CC=CC=2)C=CC=1S(Cl)(=O)=O. (3) Given the product [NH2:27][CH2:26][CH2:25][O:24][C:21]1[N:22]=[CH:23][C:18]([NH:17][C:5]2[C:4]3[C:9](=[CH:10][CH:11]=[C:2]([C:40]4[CH:39]=[C:38]([F:51])[C:37]([OH:52])=[C:36]([Cl:35])[CH:41]=4)[CH:3]=3)[N:8]=[CH:7][C:6]=2[C:12]([CH:14]2[CH2:15][CH2:16]2)=[O:13])=[CH:19][CH:20]=1, predict the reactants needed to synthesize it. The reactants are: Br[C:2]1[CH:3]=[C:4]2[C:9](=[CH:10][CH:11]=1)[N:8]=[CH:7][C:6]([C:12]([CH:14]1[CH2:16][CH2:15]1)=[O:13])=[C:5]2[NH:17][C:18]1[CH:19]=[CH:20][C:21]([O:24][CH2:25][CH2:26][NH:27]C(=O)OC(C)(C)C)=[N:22][CH:23]=1.[Cl:35][C:36]1[CH:41]=[C:40](B2OC(C)(C)C(C)(C)O2)[CH:39]=[C:38]([F:51])[C:37]=1[OH:52]. (4) Given the product [NH:8]1[CH2:13][CH2:12][O:11][CH2:10][C@@H:9]1[C:14]([O:16][CH3:21])=[O:15], predict the reactants needed to synthesize it. The reactants are: C(OC([N:8]1[CH2:13][CH2:12][O:11][CH2:10][C@@H:9]1[C:14]([OH:16])=[O:15])=O)(C)(C)C.S(Cl)(Cl)=O.[CH3:21]O. (5) Given the product [CH3:1][C:2]12[C:10]([CH3:12])([CH3:11])[CH:6]([NH:7][CH2:8][CH2:9]1)[CH2:5][C:4]1[CH:3]=[C:16]([OH:17])[CH:15]=[CH:14][C:13]2=1, predict the reactants needed to synthesize it. The reactants are: [CH3:1][C:2]12[C:10]([CH3:12])([CH3:11])[CH:6]([NH:7][CH2:8][CH2:9]1)[CH2:5][C:4]1[CH:13]=[CH:14][CH:15]=[C:16]([OH:17])[C:3]2=1. (6) Given the product [Cl:1][C:2]1[CH:7]=[CH:6][C:5]([N:8]2[CH2:9][CH2:10][C:11]3[C:16](=[CH:15][CH:14]=[C:13]([OH:17])[CH:12]=3)[CH:25]2[CH2:24][C:18]2[CH:23]=[CH:22][CH:21]=[CH:20][CH:19]=2)=[CH:4][CH:3]=1, predict the reactants needed to synthesize it. The reactants are: [Cl:1][C:2]1[CH:7]=[CH:6][C:5]([NH:8][CH2:9][CH2:10][C:11]2[CH:12]=[C:13]([OH:17])[CH:14]=[CH:15][CH:16]=2)=[CH:4][CH:3]=1.[C:18]1([CH2:24][CH:25]=O)[CH:23]=[CH:22][CH:21]=[CH:20][CH:19]=1.FC(F)(F)C(O)=O. (7) Given the product [ClH:1].[Cl:1][C:2]1[CH:7]=[CH:6][C:5]([NH:8][C:9](=[O:10])[NH:11][C:12]2[CH:13]=[CH:14][C:15]([N:18]3[C:26]4[CH:25]=[CH:24][N:23]=[C:22]([C:27]([NH:37][CH3:36])=[NH:28])[C:21]=4[N:20]=[CH:19]3)=[CH:16][CH:17]=2)=[CH:4][C:3]=1[C:29]([F:30])([F:31])[F:32], predict the reactants needed to synthesize it. The reactants are: [Cl:1][C:2]1[CH:7]=[CH:6][C:5]([NH:8][C:9]([NH:11][C:12]2[CH:17]=[CH:16][C:15]([N:18]3[C:26]4[CH:25]=[CH:24][N:23]=[C:22]([C:27]#[N:28])[C:21]=4[N:20]=[CH:19]3)=[CH:14][CH:13]=2)=[O:10])=[CH:4][C:3]=1[C:29]([F:32])([F:31])[F:30].C[O-].[Na+].[CH3:36][NH:37]C.